This data is from Reaction yield outcomes from USPTO patents with 853,638 reactions. The task is: Predict the reaction yield, written as a fraction of the theoretical maximum amount of product (1.0 means a 100% yield; for example, 0.34 means a 34% yield). (1) The reactants are [C:1]1([S-:7])[CH:6]=[CH:5][CH:4]=[CH:3][CH:2]=1.[Na+].Cl[C:10]1[CH:15]=[CH:14][C:13]([CH3:16])=[CH:12][C:11]=1[N+:17]([O-:19])=[O:18]. The catalyst is CN(C=O)C.C(Cl)Cl. The product is [CH3:16][C:13]1[CH:14]=[CH:15][C:10]([S:7][C:1]2[CH:6]=[CH:5][CH:4]=[CH:3][CH:2]=2)=[C:11]([N+:17]([O-:19])=[O:18])[CH:12]=1. The yield is 0.870. (2) The reactants are [Cl:1][C:2]1[CH:25]=[C:24]([C:26]([F:29])([F:28])[F:27])[CH:23]=[CH:22][C:3]=1[CH2:4][N:5]1[C:9](/[CH:10]=[CH:11]/[C:12]([O:14]CC)=[O:13])=[CH:8][C:7]([O:17][CH2:18][CH:19]2[CH2:21][CH2:20]2)=[N:6]1.[OH-].[Na+].O1CCCC1. The catalyst is C(O)C. The product is [Cl:1][C:2]1[CH:25]=[C:24]([C:26]([F:29])([F:27])[F:28])[CH:23]=[CH:22][C:3]=1[CH2:4][N:5]1[C:9](/[CH:10]=[CH:11]/[C:12]([OH:14])=[O:13])=[CH:8][C:7]([O:17][CH2:18][CH:19]2[CH2:21][CH2:20]2)=[N:6]1. The yield is 0.800.